Dataset: Peptide-MHC class I binding affinity with 185,985 pairs from IEDB/IMGT. Task: Regression. Given a peptide amino acid sequence and an MHC pseudo amino acid sequence, predict their binding affinity value. This is MHC class I binding data. (1) The peptide sequence is AEPPFGDSYI. The MHC is HLA-B40:01 with pseudo-sequence HLA-B40:01. The binding affinity (normalized) is 0.298. (2) The peptide sequence is VDINLIPLI. The MHC is HLA-A30:02 with pseudo-sequence HLA-A30:02. The binding affinity (normalized) is 0.